This data is from Reaction yield outcomes from USPTO patents with 853,638 reactions. The task is: Predict the reaction yield, written as a fraction of the theoretical maximum amount of product (1.0 means a 100% yield; for example, 0.34 means a 34% yield). The reactants are [Cl:1][C:2]1[CH:7]=[C:6]([O:8][C:9]2[C:10]([CH3:16])=[N:11][C:12](I)=[CH:13][CH:14]=2)[CH:5]=[CH:4][N:3]=1.[C:17]([NH2:20])(=[O:19])[CH3:18].C([O-])([O-])=O.[Cs+].[Cs+].CCOC(C)=O. The catalyst is O1CCOCC1.C1C=CC(/C=C/C(/C=C/C2C=CC=CC=2)=O)=CC=1.C1C=CC(/C=C/C(/C=C/C2C=CC=CC=2)=O)=CC=1.C1C=CC(/C=C/C(/C=C/C2C=CC=CC=2)=O)=CC=1.[Pd].[Pd].CC(C1C=C(C(C)C)C(C2C=CC=CC=2P(C2CCCCC2)C2CCCCC2)=C(C(C)C)C=1)C. The product is [Cl:1][C:2]1[CH:7]=[C:6]([O:8][C:9]2[CH:14]=[CH:13][C:12]([NH:20][C:17](=[O:19])[CH3:18])=[N:11][C:10]=2[CH3:16])[CH:5]=[CH:4][N:3]=1. The yield is 0.560.